From a dataset of Full USPTO retrosynthesis dataset with 1.9M reactions from patents (1976-2016). Predict the reactants needed to synthesize the given product. (1) Given the product [F:20][CH2:19][CH2:18][C:7]1([N:5]2[CH:6]=[C:2]([B:21]3[O:25][C:24]([CH3:27])([CH3:26])[C:23]([CH3:29])([CH3:28])[O:22]3)[CH:3]=[N:4]2)[CH2:10][N:9]([C:11]([O:13][C:14]([CH3:17])([CH3:16])[CH3:15])=[O:12])[CH2:8]1, predict the reactants needed to synthesize it. The reactants are: Br[C:2]1[CH:3]=[N:4][N:5]([C:7]2([CH2:18][CH2:19][F:20])[CH2:10][N:9]([C:11]([O:13][C:14]([CH3:17])([CH3:16])[CH3:15])=[O:12])[CH2:8]2)[CH:6]=1.[B:21]1([B:21]2[O:25][C:24]([CH3:27])([CH3:26])[C:23]([CH3:29])([CH3:28])[O:22]2)[O:25][C:24]([CH3:27])([CH3:26])[C:23]([CH3:29])([CH3:28])[O:22]1.C([O-])(=O)C.[K+].ClCCl. (2) Given the product [CH3:1][C:2]([C:5]1[CH:9]=[CH:8][N:7]([CH:18]2[CH2:22][CH2:21][N:20]([C:23]3[CH:28]=[CH:27][CH:26]=[C:25]([C:29]([F:32])([F:30])[F:31])[CH:24]=3)[C:19]2=[O:33])[N:6]=1)([CH3:4])[CH3:3], predict the reactants needed to synthesize it. The reactants are: [CH3:1][C:2]([C:5]1[CH:9]=[CH:8][NH:7][N:6]=1)([CH3:4])[CH3:3].[H-].[Na+].CS(O)(=O)=O.O[CH:18]1[CH2:22][CH2:21][N:20]([C:23]2[CH:28]=[CH:27][CH:26]=[C:25]([C:29]([F:32])([F:31])[F:30])[CH:24]=2)[C:19]1=[O:33].O. (3) Given the product [CH:1]([NH:4][CH2:5][CH2:6][NH:7][C:8](=[O:9])[O:10][C:11]([CH3:14])([CH3:13])[CH3:12])([CH3:3])[CH3:2], predict the reactants needed to synthesize it. The reactants are: [CH:1]([NH:4][CH2:5][CH2:6][NH2:7])([CH3:3])[CH3:2].[C:8](O[C:8]([O:10][C:11]([CH3:14])([CH3:13])[CH3:12])=[O:9])([O:10][C:11]([CH3:14])([CH3:13])[CH3:12])=[O:9].C(N(CC)CC)C. (4) Given the product [O:50]=[C:49]([N:51]1[CH2:52][CH2:53][N:54]([C:57](=[O:68])[C:58]2[CH:63]=[CH:62][CH:61]=[CH:60][C:59]=2[C:64]([F:67])([F:66])[F:65])[CH2:55][CH2:56]1)[CH2:48][NH:47][C:16]([C:11]1[CH:12]=[N:13][CH:14]=[CH:15][N:10]=1)=[O:18], predict the reactants needed to synthesize it. The reactants are: CCN(C(C)C)C(C)C.[N:10]1[CH:15]=[CH:14][N:13]=[CH:12][C:11]=1[C:16]([OH:18])=O.C1C=CC2N(O)N=NC=2C=1.CCN=C=NCCCN(C)C.FC(F)(F)C(O)=O.[NH2:47][CH2:48][C:49]([N:51]1[CH2:56][CH2:55][N:54]([C:57](=[O:68])[C:58]2[CH:63]=[CH:62][CH:61]=[CH:60][C:59]=2[C:64]([F:67])([F:66])[F:65])[CH2:53][CH2:52]1)=[O:50]. (5) Given the product [O:29]=[P:24]1([O:1][CH2:2][CH2:3][CH2:4][CH2:5][O:6][CH2:7][C:8]2[CH:13]=[CH:12][C:11]([CH:14]=[CH2:15])=[CH:10][CH:9]=2)[O:28][CH2:27][CH2:26][O:25]1, predict the reactants needed to synthesize it. The reactants are: [OH:1][CH2:2][CH2:3][CH2:4][CH2:5][O:6][CH2:7][C:8]1[CH:13]=[CH:12][C:11]([CH:14]=[CH2:15])=[CH:10][CH:9]=1.C(N(CC)CC)C.Cl[P:24]1(=[O:29])[O:28][CH2:27][CH2:26][O:25]1. (6) Given the product [Cl:29][C:30]1[CH:31]=[C:32]([C:2]2[C:3]([CH2:10][N:11]3[C@@H:15]([CH3:16])[C@@H:14]([C:17]4[CH:22]=[CH:21][CH:20]=[C:19]([O:23][C:24]([F:27])([F:26])[F:25])[CH:18]=4)[O:13][C:12]3=[O:28])=[N:4][C:5]([S:8][CH3:9])=[N:6][CH:7]=2)[C:33]([O:36][CH3:37])=[N:34][CH:35]=1, predict the reactants needed to synthesize it. The reactants are: Br[C:2]1[C:3]([CH2:10][N:11]2[C@@H:15]([CH3:16])[C@@H:14]([C:17]3[CH:22]=[CH:21][CH:20]=[C:19]([O:23][C:24]([F:27])([F:26])[F:25])[CH:18]=3)[O:13][C:12]2=[O:28])=[N:4][C:5]([S:8][CH3:9])=[N:6][CH:7]=1.[Cl:29][C:30]1[CH:31]=[C:32](B(O)O)[C:33]([O:36][CH3:37])=[N:34][CH:35]=1.C([O-])([O-])=O.[K+].[K+]. (7) The reactants are: [F:1][C:2]1[CH:7]=[CH:6][CH:5]=[C:4]([F:8])[C:3]=1[CH:9]([N:11]1[C:19]2[C:14](=[N:15][CH:16]=[CH:17][CH:18]=2)[C:13]([C:20](O)=[O:21])=[CH:12]1)[CH3:10].[F:23][CH2:24][CH2:25][NH2:26].C(N(CC)CC)C.CCCP1(OP(CCC)(=O)OP(CCC)(=O)O1)=O. Given the product [F:1][C:2]1[CH:7]=[CH:6][CH:5]=[C:4]([F:8])[C:3]=1[CH:9]([N:11]1[C:19]2[C:14](=[N:15][CH:16]=[CH:17][CH:18]=2)[C:13]([C:20]([NH:26][CH2:25][CH2:24][F:23])=[O:21])=[CH:12]1)[CH3:10], predict the reactants needed to synthesize it. (8) The reactants are: [F:1][C:2]1[CH:10]=[C:9]2[C:5]([C:6]([C:11]3[CH:12]=[CH:13][C:14]([N:17]4[CH2:22][CH2:21][CH:20]([NH:23][S:24]([CH2:27][CH2:28][O:29]C)(=[O:26])=[O:25])[CH2:19][CH2:18]4)=[N:15][CH:16]=3)=[CH:7][NH:8]2)=[CH:4][CH:3]=1.B(Br)(Br)Br. Given the product [F:1][C:2]1[CH:10]=[C:9]2[C:5]([C:6]([C:11]3[CH:12]=[CH:13][C:14]([N:17]4[CH2:18][CH2:19][CH:20]([NH:23][S:24]([CH2:27][CH2:28][OH:29])(=[O:26])=[O:25])[CH2:21][CH2:22]4)=[N:15][CH:16]=3)=[CH:7][NH:8]2)=[CH:4][CH:3]=1, predict the reactants needed to synthesize it. (9) Given the product [F:14][C:4]1[CH:5]=[C:6]([N+:11]([O-:13])=[O:12])[C:7]([O:9][CH3:10])=[CH:8][C:3]=1[CH2:2][P:15](=[O:22])([O:19][CH2:20][CH3:21])[O:16][CH2:17][CH3:18], predict the reactants needed to synthesize it. The reactants are: Cl[CH2:2][C:3]1[CH:8]=[C:7]([O:9][CH3:10])[C:6]([N+:11]([O-:13])=[O:12])=[CH:5][C:4]=1[F:14].[P:15]([O:22]CC)([O:19][CH2:20][CH3:21])[O:16][CH2:17][CH3:18]. (10) Given the product [C:1]([O:5][C:6]([N:8]1[CH2:12][CH2:11][CH2:10][C@@H:9]1[CH2:13][O:14][C:15]1[CH:20]=[CH:19][C:18]([O:21][CH2:28][C:27]2[CH:26]=[CH:25][C:24]([C:23]([F:22])([F:32])[F:33])=[CH:31][CH:30]=2)=[CH:17][CH:16]=1)=[O:7])([CH3:4])([CH3:2])[CH3:3], predict the reactants needed to synthesize it. The reactants are: [C:1]([O:5][C:6]([N:8]1[CH2:12][CH2:11][CH2:10][C@@H:9]1[CH2:13][O:14][C:15]1[CH:20]=[CH:19][C:18]([OH:21])=[CH:17][CH:16]=1)=[O:7])([CH3:4])([CH3:3])[CH3:2].[F:22][C:23]([F:33])([F:32])[C:24]1[CH:31]=[CH:30][C:27]([CH2:28]Br)=[CH:26][CH:25]=1.